This data is from Reaction yield outcomes from USPTO patents with 853,638 reactions. The task is: Predict the reaction yield, written as a fraction of the theoretical maximum amount of product (1.0 means a 100% yield; for example, 0.34 means a 34% yield). (1) The yield is 0.725. No catalyst specified. The reactants are [Cl:1][C:2]1[CH:8]=[CH:7][C:5]([OH:6])=[CH:4][C:3]=1[OH:9].[C:10]([CH2:12][CH2:13][CH2:14][O:15][C:16]1[CH:17]=[C:18]([CH2:28][C:29]([OH:31])=O)[CH:19]=[CH:20][C:21]=1[O:22][CH2:23][CH2:24][CH2:25][C:26]#[N:27])#[N:11].P(Cl)(Cl)(Cl)(Cl)Cl.[CH3:38]N(C=O)C. The product is [Cl:1][C:2]1[CH:8]=[C:7]2[C:5](=[CH:4][C:3]=1[OH:9])[O:6][CH:38]=[C:28]([C:18]1[CH:19]=[CH:20][C:21]([O:22][CH2:23][CH2:24][CH2:25][C:26]#[N:27])=[C:16]([O:15][CH2:14][CH2:13][CH2:12][C:10]#[N:11])[CH:17]=1)[C:29]2=[O:31]. (2) The reactants are [CH:1]1([C:7]2[C:16]3[C:11](=[CH:12][CH:13]=[CH:14][CH:15]=3)[N:10]=[C:9]([NH:17][C:18]3[CH:26]=[CH:25][C:21]([C:22](O)=[O:23])=[CH:20][CH:19]=3)[N:8]=2)[CH2:6][CH2:5][CH2:4][CH2:3][CH2:2]1.CN(C(ON1N=NC2C=CC=NC1=2)=[N+](C)C)C.F[P-](F)(F)(F)(F)F.CCN(C(C)C)C(C)C.[CH3:60][C:61]1[CH:67]=[CH:66][CH:65]=[C:64]([CH3:68])[C:62]=1[NH2:63]. The catalyst is CN(C)C=O.O. The product is [CH:1]1([C:7]2[C:16]3[C:11](=[CH:12][CH:13]=[CH:14][CH:15]=3)[N:10]=[C:9]([NH:17][C:18]3[CH:19]=[CH:20][C:21]([C:22]([NH:63][C:62]4[C:64]([CH3:68])=[CH:65][CH:66]=[CH:67][C:61]=4[CH3:60])=[O:23])=[CH:25][CH:26]=3)[N:8]=2)[CH2:2][CH2:3][CH2:4][CH2:5][CH2:6]1. The yield is 0.270. (3) The reactants are [CH2:1]([NH2:5])[CH2:2][CH2:3][CH3:4].[CH:6]1([N:12]=[C:13]=[N:14][CH:15]2[CH2:20][CH2:19][CH2:18][CH2:17][CH2:16]2)[CH2:11][CH2:10][CH2:9][CH2:8][CH2:7]1. No catalyst specified. The product is [CH2:1]([NH:5][C:13]([NH:14][CH:15]1[CH2:20][CH2:19][CH2:18][CH2:17][CH2:16]1)=[N:12][CH:6]1[CH2:11][CH2:10][CH2:9][CH2:8][CH2:7]1)[CH2:2][CH2:3][CH3:4]. The yield is 0.990. (4) The reactants are [CH2:1]([O:8][C:9]1[C:10]([NH2:16])=[N:11][CH:12]=[C:13]([Br:15])[CH:14]=1)[C:2]1[CH:7]=[CH:6][CH:5]=[CH:4][CH:3]=1.Cl[C:18]1[C:27]([N:28]=[C:29]=[S:30])=[CH:26][C:21]([C:22]([O:24][CH3:25])=[O:23])=[CH:20][N:19]=1. The catalyst is CN(C=O)C. The product is [CH2:1]([O:8][C:9]1[C:10]([NH:16][C:29]2[S:30][C:18]3[C:27]([N:28]=2)=[CH:26][C:21]([C:22]([O:24][CH3:25])=[O:23])=[CH:20][N:19]=3)=[N:11][CH:12]=[C:13]([Br:15])[CH:14]=1)[C:2]1[CH:3]=[CH:4][CH:5]=[CH:6][CH:7]=1. The yield is 0.699.